This data is from Reaction yield outcomes from USPTO patents with 853,638 reactions. The task is: Predict the reaction yield, written as a fraction of the theoretical maximum amount of product (1.0 means a 100% yield; for example, 0.34 means a 34% yield). (1) The reactants are CC(NC(C)C)C.[Li]CCCC.[C:13]([O:16][C:17]([CH3:20])([CH3:19])[CH3:18])(=[O:15])[CH3:14].[Br:21][CH2:22][C:23]1[CH:28]=[CH:27][CH:26]=[C:25]([CH2:29]Br)[CH:24]=1.CC(P(C(C)C)(C(C)C)=O)C. The catalyst is O1CCCC1. The product is [Br:21][CH2:22][C:23]1[CH:24]=[C:25]([CH2:29][CH2:14][C:13]([O:16][C:17]([CH3:20])([CH3:19])[CH3:18])=[O:15])[CH:26]=[CH:27][CH:28]=1. The yield is 0.460. (2) The reactants are Br[C:2]1[CH:11]=[N:10][C:9]2[N:8]([CH2:12][C:13]3[CH:18]=[CH:17][C:16]([O:19][CH3:20])=[CH:15][CH:14]=3)[C:7](=[O:21])[N:6]3[N:22]=[CH:23][N:24]=[C:5]3[C:4]=2[CH:3]=1.[CH3:25][C:26]1[CH:27]=[CH:28][C:29](=[O:32])[NH:30][N:31]=1.N[C@@H]1CCCC[C@H]1N.C(=O)([O-])[O-].[Cs+].[Cs+]. The catalyst is [Cu]I.O1CCOCC1. The product is [CH3:20][O:19][C:16]1[CH:17]=[CH:18][C:13]([CH2:12][N:8]2[C:9]3[N:10]=[CH:11][C:2]([N:30]4[C:29](=[O:32])[CH:28]=[CH:27][C:26]([CH3:25])=[N:31]4)=[CH:3][C:4]=3[C:5]3=[N:24][CH:23]=[N:22][N:6]3[C:7]2=[O:21])=[CH:14][CH:15]=1. The yield is 0.110. (3) The reactants are [I:1][C:2]1[CH:8]=[CH:7][CH:6]=[CH:5][C:3]=1[NH2:4].[CH2:9]([O:11][C:12](=[O:23])[C:13](=[CH:19]OCC)[C:14]([O:16][CH2:17][CH3:18])=[O:15])[CH3:10]. The catalyst is ClCCl. The product is [CH2:9]([O:11][C:12](=[O:23])[C:13](=[CH:19][NH:4][C:3]1[CH:5]=[CH:6][CH:7]=[CH:8][C:2]=1[I:1])[C:14]([O:16][CH2:17][CH3:18])=[O:15])[CH3:10]. The yield is 0.916. (4) The reactants are [NH2:1][C:2]1[NH:7][C:6]2[NH:8][CH:9]=[C:10]([CH2:11][CH2:12][C:13]3[CH:21]=[CH:20][C:16]([C:17]([OH:19])=O)=[CH:15][CH:14]=3)[C:5]=2[C:4](=[O:22])[N:3]=1.CN1CCOCC1.ClC1N=C(OC)N=C(OC)N=1.Cl.[CH3:42][O:43][C:44](=[O:53])[C@H:45]([CH2:47][CH2:48][C:49]([O:51][CH3:52])=[O:50])[NH2:46].[C:54]1([CH3:64])[CH:59]=[CH:58][C:57]([S:60]([OH:63])(=[O:62])=[O:61])=[CH:56][CH:55]=1. The catalyst is CO.ClCCl.O.CN1CCCC1=O. The product is [C:54]1([CH3:64])[CH:55]=[CH:56][C:57]([S:60]([OH:63])(=[O:61])=[O:62])=[CH:58][CH:59]=1.[CH3:42][O:43][C:44](=[O:53])[C@H:45]([CH2:47][CH2:48][C:49]([O:51][CH3:52])=[O:50])[NH:46][C:17](=[O:19])[C:16]1[CH:20]=[CH:21][C:13]([CH2:12][CH2:11][C:10]2[C:5]3[C:4](=[O:22])[N:3]=[C:2]([NH2:1])[NH:7][C:6]=3[NH:8][CH:9]=2)=[CH:14][CH:15]=1. The yield is 0.510. (5) The reactants are [Br:1][C:2]1[CH:7]=[CH:6][C:5]([N:8]2[C:19]3[C:11](=[CH:12][C:13]4[S:17][CH:16]=[N:15][C:14]=4[C:18]=3[F:20])[N:10]([S:21]([CH:24]3[CH2:26][CH2:25]3)(=[O:23])=[O:22])C2=O)=[C:4]([Cl:28])[CH:3]=1.C[Si](C)(C)[O-].[K+]. The catalyst is C1COCC1. The product is [Br:1][C:2]1[CH:7]=[CH:6][C:5]([NH:8][C:19]2[C:11]([NH:10][S:21]([CH:24]3[CH2:25][CH2:26]3)(=[O:22])=[O:23])=[CH:12][C:13]3[S:17][CH:16]=[N:15][C:14]=3[C:18]=2[F:20])=[C:4]([Cl:28])[CH:3]=1. The yield is 0.633. (6) The yield is 0.420. The catalyst is O.C1C=CC(P(C2C=CC=CC=2)[C-]2C=CC=C2)=CC=1.C1C=CC(P(C2C=CC=CC=2)[C-]2C=CC=C2)=CC=1.Cl[Pd]Cl.[Fe+2].[C-]#N.[C-]#N.[Zn+2]. The product is [C:35]([C:2]1[C:11]([O:12][C@H:13]2[CH2:14][CH2:15][C@@H:16]([C:19]([F:22])([F:20])[F:21])[CH2:17][CH2:18]2)=[CH:10][CH:9]=[C:8]2[C:3]=1[CH:4]=[CH:5][C:6]([CH2:23][N:24]1[CH2:25][CH2:26][CH:27]([C:30]([O:32][CH2:33][CH3:34])=[O:31])[CH2:28][CH2:29]1)=[CH:7]2)#[N:36]. The reactants are I[C:2]1[C:11]([O:12][C@H:13]2[CH2:18][CH2:17][C@@H:16]([C:19]([F:22])([F:21])[F:20])[CH2:15][CH2:14]2)=[CH:10][CH:9]=[C:8]2[C:3]=1[CH:4]=[CH:5][C:6]([CH2:23][N:24]1[CH2:29][CH2:28][CH:27]([C:30]([O:32][CH2:33][CH3:34])=[O:31])[CH2:26][CH2:25]1)=[CH:7]2.[CH3:35][N:36](C=O)C. (7) The reactants are [F:1][C:2]1[CH:7]=[CH:6][C:5]([C:8]2[C:16]3[C:11](=[CH:12][CH:13]=[C:14]([NH2:17])[CH:15]=3)[N:10](COCCOC)[N:9]=2)=[CH:4][CH:3]=1.[C:24](Cl)(=[O:31])[C:25]1[CH:30]=[CH:29][CH:28]=[CH:27][CH:26]=1.O.N1C=CC=C[CH:35]=1. No catalyst specified. The product is [F:1][C:2]1[CH:3]=[CH:4][C:5]([C:8]2[C:16]3[C:11](=[CH:12][CH:13]=[C:14]([NH:17][C:24]([C:25]4[CH:30]=[CH:29][CH:28]=[CH:27][C:26]=4[CH3:35])=[O:31])[CH:15]=3)[NH:10][N:9]=2)=[CH:6][CH:7]=1. The yield is 0.190. (8) The reactants are FC(F)(F)S(O[C:7]1[CH:16]=[C:15]2[C:10]([CH:11]=[CH:12][C:13](=[O:17])[O:14]2)=[CH:9][CH:8]=1)(=O)=O.CC1(C)C(C)(C)OB([C:28]2[CH2:33][CH2:32][N:31]([C:34]([O:36][C:37]([CH3:40])([CH3:39])[CH3:38])=[O:35])[CH2:30][CH:29]=2)O1.ClCCl.C([O-])([O-])=O.[K+].[K+]. The catalyst is CC#N. The product is [O:17]=[C:13]1[CH:12]=[CH:11][C:10]2[C:15](=[CH:16][C:7]([C:28]3[CH2:33][CH2:32][N:31]([C:34]([O:36][C:37]([CH3:40])([CH3:39])[CH3:38])=[O:35])[CH2:30][CH:29]=3)=[CH:8][CH:9]=2)[O:14]1. The yield is 1.00. (9) The yield is 0.340. The catalyst is CN(C=O)C. The reactants are [NH2:1][C:2]1[C:12](Br)=[CH:11][C:5]([C:6]([O:8][CH2:9][CH3:10])=[O:7])=[CH:4][N:3]=1.[CH:14]([N:17]=[C:18]=[S:19])([CH3:16])[CH3:15].[H-].[Na+].CCOC(C)=O.CCCCCC. The product is [CH:14]([NH:17][C:18]1[S:19][C:12]2[C:2]([N:1]=1)=[N:3][CH:4]=[C:5]([C:6]([O:8][CH2:9][CH3:10])=[O:7])[CH:11]=2)([CH3:16])[CH3:15]. (10) The reactants are [Br:1][C:2]1[CH:25]=[CH:24][C:5]2[C:6]([CH3:23])=[N:7][CH:8]([NH:12][C:13](=[O:22])[O:14][CH2:15][C:16]3[CH:21]=[CH:20][CH:19]=[CH:18][CH:17]=3)[C:9](=[O:11])[NH:10][C:4]=2[CH:3]=1.[C:26](=O)([O-])[O-].[K+].[K+].IC. The catalyst is CN(C)C=O.O.C(OCC)(=O)C. The product is [Br:1][C:2]1[CH:25]=[CH:24][C:5]2[C:6]([CH3:23])=[N:7][CH:8]([NH:12][C:13](=[O:22])[O:14][CH2:15][C:16]3[CH:21]=[CH:20][CH:19]=[CH:18][CH:17]=3)[C:9](=[O:11])[N:10]([CH3:26])[C:4]=2[CH:3]=1. The yield is 0.775.